Predict the reaction yield, written as a fraction of the theoretical maximum amount of product (1.0 means a 100% yield; for example, 0.34 means a 34% yield). From a dataset of Reaction yield outcomes from USPTO patents with 853,638 reactions. (1) The reactants are [C:1]([NH:4][C:5]1[CH:10]=[C:9]([Cl:11])[CH:8]=[CH:7][C:6]=1/[CH:12]=[CH:13]/[C:14]([OH:16])=O)(=[O:3])[CH3:2].CCN=C=NCCCN(C)C.C1C=CC2N(O)N=NC=2C=1.[CH2:38]([O:45][CH2:46][C@@H:47]1[CH2:52][N:51]([CH2:53][C:54]2[CH:59]=[CH:58][C:57]([F:60])=[CH:56][CH:55]=2)[C@@H:50]([CH3:61])[CH2:49][NH:48]1)[C:39]1[CH:44]=[CH:43][CH:42]=[CH:41][CH:40]=1. The catalyst is C1COCC1. The product is [CH2:38]([O:45][CH2:46][C@@H:47]1[CH2:52][N:51]([CH2:53][C:54]2[CH:55]=[CH:56][C:57]([F:60])=[CH:58][CH:59]=2)[C@@H:50]([CH3:61])[CH2:49][N:48]1[C:14](=[O:16])/[CH:13]=[CH:12]/[C:6]1[CH:7]=[CH:8][C:9]([Cl:11])=[CH:10][C:5]=1[NH:4][C:1](=[O:3])[CH3:2])[C:39]1[CH:40]=[CH:41][CH:42]=[CH:43][CH:44]=1. The yield is 0.470. (2) The reactants are [CH:1]1([N:4]2[CH2:9][CH2:8][C:7](=[O:10])[CH2:6][CH2:5]2)[CH2:3][CH2:2]1.[BH4-].[Na+]. The catalyst is C(O)C. The product is [CH:1]1([N:4]2[CH2:9][CH2:8][CH:7]([OH:10])[CH2:6][CH2:5]2)[CH2:3][CH2:2]1. The yield is 0.950.